Dataset: Forward reaction prediction with 1.9M reactions from USPTO patents (1976-2016). Task: Predict the product of the given reaction. (1) Given the reactants [C:1]([C:9]1[CH:47]=[CH:46][C:12]([CH2:13][C@H:14]([C:23]([NH:25][C:26]2[CH:27]=[N:28][CH:29]=[C:30]([C:32]([C:34]3[C:42]4[CH:41]=[N:40][CH:39]=[N:38][C:37]=4[N:36]([CH:43]([CH3:45])[CH3:44])[CH:35]=3)=[O:33])[CH:31]=2)=[O:24])[NH:15]C(OC(C)(C)C)=O)=[CH:11][CH:10]=1)(=[O:8])[C:2]1[CH:7]=[CH:6][CH:5]=[CH:4][CH:3]=1.Cl, predict the reaction product. The product is: [C:1]([C:9]1[CH:10]=[CH:11][C:12]([CH2:13][C@H:14]([C:23]([NH:25][C:26]2[CH:27]=[N:28][CH:29]=[C:30]([C:32]([C:34]3[C:42]4[CH:41]=[N:40][CH:39]=[N:38][C:37]=4[N:36]([CH:43]([CH3:44])[CH3:45])[CH:35]=3)=[O:33])[CH:31]=2)=[O:24])[NH2:15])=[CH:46][CH:47]=1)(=[O:8])[C:2]1[CH:3]=[CH:4][CH:5]=[CH:6][CH:7]=1. (2) The product is: [CH3:9][S:10]([O:8][CH2:7][CH:3]1[CH2:4][CH2:5][CH2:6][N:1]([S:10]([CH3:9])(=[O:12])=[O:11])[CH2:2]1)(=[O:12])=[O:11]. Given the reactants [NH:1]1[CH2:6][CH2:5][CH2:4][CH:3]([CH2:7][OH:8])[CH2:2]1.[CH3:9][S:10](Cl)(=[O:12])=[O:11], predict the reaction product. (3) Given the reactants [Br:1][C:2]1[C:11]([O:12][CH2:13][CH3:14])=[N:10][C:9](N)=[C:8]2[C:3]=1[CH:4]=[CH:5][CH:6]=[N:7]2.N([O-])=O.[Na+].C([O-])(O)=O.[Na+].[FH:25].N1C=CC=CC=1, predict the reaction product. The product is: [Br:1][C:2]1[C:11]([O:12][CH2:13][CH3:14])=[N:10][C:9]([F:25])=[C:8]2[C:3]=1[CH:4]=[CH:5][CH:6]=[N:7]2. (4) Given the reactants [CH3:1][O:2][C:3]1[CH:11]=[CH:10][CH:9]=[C:8]2[C:4]=1[CH:5]=[CH:6][NH:7]2.C([BH3-])#N.[Na+], predict the reaction product. The product is: [CH3:1][O:2][C:3]1[CH:11]=[CH:10][CH:9]=[C:8]2[C:4]=1[CH2:5][CH2:6][NH:7]2. (5) The product is: [NH2:28][CH2:27][C:26]1[CH:36]=[CH:37][C:23]([C:21]([NH:20][C:4]2[C:5]([CH3:19])=[CH:6][C:7]([C:9]([F:18])([C:14]([F:15])([F:16])[F:17])[C:10]([F:11])([F:12])[F:13])=[CH:8][C:3]=2[CH2:1][CH3:2])=[O:22])=[CH:24][C:25]=1[CH3:38]. Given the reactants [CH2:1]([C:3]1[CH:8]=[C:7]([C:9]([F:18])([C:14]([F:17])([F:16])[F:15])[C:10]([F:13])([F:12])[F:11])[CH:6]=[C:5]([CH3:19])[C:4]=1[NH:20][C:21]([C:23]1[CH:37]=[CH:36][C:26]([CH2:27][NH:28]C(=O)OC(C)(C)C)=[C:25]([CH3:38])[CH:24]=1)=[O:22])[CH3:2].Cl, predict the reaction product. (6) Given the reactants [CH2:1]([O:8][CH2:9][C@H:10]([OH:14])[CH2:11][CH:12]=[CH2:13])[C:2]1[CH:7]=[CH:6][CH:5]=[CH:4][CH:3]=1.[H-].[Na+].[CH2:17]([O:19][CH:20]([O:23][CH2:24][CH3:25])[CH2:21]Br)[CH3:18], predict the reaction product. The product is: [CH2:17]([O:19][CH:20]([O:23][CH2:24][CH3:25])[CH2:21][O:14][C@H:10]([CH2:11][CH:12]=[CH2:13])[CH2:9][O:8][CH2:1][C:2]1[CH:7]=[CH:6][CH:5]=[CH:4][CH:3]=1)[CH3:18].